From a dataset of Forward reaction prediction with 1.9M reactions from USPTO patents (1976-2016). Predict the product of the given reaction. (1) Given the reactants [NH:1]1[CH2:6][CH2:5][CH2:4][C@H:3]([CH2:7][NH:8][C:9]([C@H:11]2[CH2:15][CH2:14][CH2:13][N:12]2[C:16]([C@@H:18]2[CH2:22][CH2:21][CH2:20][N:19]2[C:23](=[O:44])[CH2:24][C:25]([C:38]2[CH:43]=[CH:42][CH:41]=[CH:40][CH:39]=2)([C:32]2[CH:37]=[CH:36][CH:35]=[CH:34][CH:33]=2)[C:26]2[CH:31]=[CH:30][CH:29]=[CH:28][CH:27]=2)=[O:17])=[O:10])[CH2:2]1.[CH:45](=O)[CH2:46][CH3:47], predict the reaction product. The product is: [CH2:45]([N:1]1[CH2:6][CH2:5][CH2:4][C@H:3]([CH2:7][NH:8][C:9]([C@H:11]2[CH2:15][CH2:14][CH2:13][N:12]2[C:16]([C@@H:18]2[CH2:22][CH2:21][CH2:20][N:19]2[C:23](=[O:44])[CH2:24][C:25]([C:32]2[CH:33]=[CH:34][CH:35]=[CH:36][CH:37]=2)([C:38]2[CH:43]=[CH:42][CH:41]=[CH:40][CH:39]=2)[C:26]2[CH:31]=[CH:30][CH:29]=[CH:28][CH:27]=2)=[O:17])=[O:10])[CH2:2]1)[CH2:46][CH3:47]. (2) Given the reactants [OH:1][C:2]1[CH:11]=[C:10]2[C:5]([CH2:6][CH:7]([C:12]([OH:14])=[O:13])[NH:8][CH2:9]2)=[CH:4][CH:3]=1.S(Cl)(Cl)=O.[CH3:19]O, predict the reaction product. The product is: [OH:1][C:2]1[CH:11]=[C:10]2[C:5]([CH:6]=[C:7]([C:12]([O:14][CH3:19])=[O:13])[N:8]=[CH:9]2)=[CH:4][CH:3]=1. (3) Given the reactants [Br:1][C:2]1[O:6][C:5]([CH:7]2[CH2:12][CH2:11][N:10]([C:13]([O:15][C:16]([CH3:19])([CH3:18])[CH3:17])=[O:14])[CH2:9][CH2:8]2)=[N:4][C:3]=1[C:20]1[CH:25]=[CH:24][C:23]([S:26][CH3:27])=[CH:22][CH:21]=1.ClC1C=C(C=CC=1)C(OO)=[O:33], predict the reaction product. The product is: [Br:1][C:2]1[O:6][C:5]([CH:7]2[CH2:8][CH2:9][N:10]([C:13]([O:15][C:16]([CH3:19])([CH3:18])[CH3:17])=[O:14])[CH2:11][CH2:12]2)=[N:4][C:3]=1[C:20]1[CH:21]=[CH:22][C:23]([S:26]([CH3:27])=[O:33])=[CH:24][CH:25]=1. (4) The product is: [Cl:13][C:9]1[CH:8]=[C:7]([C:5]([OH:6])([CH3:1])[CH3:4])[CH:12]=[CH:11][CH:10]=1. Given the reactants [CH3:1][Mg]Br.[CH3:4][C:5]([C:7]1[CH:12]=[CH:11][CH:10]=[C:9]([Cl:13])[CH:8]=1)=[O:6], predict the reaction product. (5) Given the reactants [NH2:1][C:2]1[C:11]2[N:10]=[CH:9][C:8]([CH2:12][CH2:13][C:14]3[CH:24]=[CH:23][C:17](C(OCC)=O)=[CH:16][C:15]=3[CH3:25])=[CH:7][C:6]=2[C:5]2[CH:26]=[CH:27][C:28]([CH3:30])=[CH:29][C:4]=2[N:3]=1.[CH3:31][Mg]I.CC[O:36][CH2:37][CH3:38], predict the reaction product. The product is: [NH2:1][C:2]1[C:11]2[N:10]=[CH:9][C:8]([CH2:12][CH2:13][C:14]3[CH:24]=[CH:23][C:17]([C:37]([OH:36])([CH3:38])[CH3:31])=[CH:16][C:15]=3[CH3:25])=[CH:7][C:6]=2[C:5]2[CH:26]=[CH:27][C:28]([CH3:30])=[CH:29][C:4]=2[N:3]=1. (6) Given the reactants Br[C:2]1[CH:3]=[C:4]2[C:30](=[CH:31][CH:32]=1)[O:29][C:7]1([CH2:12][CH2:11][N:10]([C:13]([C:15]3[CH:24]=[C:23]([O:25][CH3:26])[C:22]4[C:17](=[C:18]([O:27][CH3:28])[CH:19]=[CH:20][CH:21]=4)[N:16]=3)=[O:14])[CH2:9][CH2:8]1)[CH2:6][C:5]2=[O:33].C(=O)([O-])[O-].[Na+].[Na+], predict the reaction product. The product is: [CH3:26][O:25][C:23]1[C:22]2[C:17](=[C:18]([O:27][CH3:28])[CH:19]=[CH:20][CH:21]=2)[N:16]=[C:15]([C:13]([N:10]2[CH2:9][CH2:8][C:7]3([CH2:6][C:5](=[O:33])[C:4]4[C:30](=[CH:31][CH:32]=[C:2]([C:8]5[CH:9]=[N:10][CH:11]=[CH:12][CH:7]=5)[CH:3]=4)[O:29]3)[CH2:12][CH2:11]2)=[O:14])[CH:24]=1.